Task: Predict the reaction yield, written as a fraction of the theoretical maximum amount of product (1.0 means a 100% yield; for example, 0.34 means a 34% yield).. Dataset: Reaction yield outcomes from USPTO patents with 853,638 reactions The reactants are ONC(=O)C=CC1C=C[C:9]([NH:12][S:13]([C:16]2[CH:21]=[CH:20][CH:19]=[CH:18][CH:17]=2)(=[O:15])=[O:14])=CC=1.C([O-])([O-])=O.[K+].[K+].[CH3:29][I:30]. The catalyst is CN(C=O)C. The product is [CH3:9][NH:12][S:13]([C:16]1[CH:17]=[CH:18][CH:19]=[CH:20][C:21]=1[C:16]1[CH:21]=[CH:20][C:29]([I:30])=[CH:18][CH:17]=1)(=[O:14])=[O:15]. The yield is 0.980.